From a dataset of Forward reaction prediction with 1.9M reactions from USPTO patents (1976-2016). Predict the product of the given reaction. (1) Given the reactants Br[C:2]1[CH:7]=[CH:6][C:5]([OH:8])=[CH:4][C:3]=1[F:9].[NH:10]1[CH:14]=[CH:13][CH:12]=[N:11]1.C(=NO)C1C(=CC=CC=1)O.C(=O)([O-])[O-].[Cs+].[Cs+], predict the reaction product. The product is: [F:9][C:3]1[CH:4]=[C:5]([OH:8])[CH:6]=[CH:7][C:2]=1[N:10]1[CH:14]=[CH:13][CH:12]=[N:11]1. (2) The product is: [ClH:35].[CH3:1][O:2][C:3]1[C:12]2[C:7](=[CH:8][CH:9]=[CH:10][CH:11]=2)[N:6]=[C:5]([C:13]([N:15]2[CH2:16][CH2:17][C:18]3([CH2:29][C:28](=[O:30])[C:27]4[C:22](=[CH:23][CH:24]=[C:25]([NH:31][C:32](=[O:34])[CH3:33])[CH:26]=4)[O:21]3)[CH2:19][CH2:20]2)=[O:14])[CH:4]=1. Given the reactants [CH3:1][O:2][C:3]1[C:12]2[C:7](=[CH:8][CH:9]=[CH:10][CH:11]=2)[N:6]=[C:5]([C:13]([N:15]2[CH2:20][CH2:19][C:18]3([CH2:29][C:28](=[O:30])[C:27]4[C:22](=[CH:23][CH:24]=[C:25]([NH:31][C:32](=[O:34])[CH3:33])[CH:26]=4)[O:21]3)[CH2:17][CH2:16]2)=[O:14])[CH:4]=1.[ClH:35].CCOC(C)=O, predict the reaction product.